Dataset: Catalyst prediction with 721,799 reactions and 888 catalyst types from USPTO. Task: Predict which catalyst facilitates the given reaction. (1) Reactant: Cl[C:2]1[N:3]=[CH:4][C:5]([C:8]([NH2:10])=[O:9])=[N:6][CH:7]=1.[O:11]=[CH:12][C:13]1[CH:21]=[CH:20][C:18]([OH:19])=[C:15]([O:16][CH3:17])[CH:14]=1.C([O-])([O-])=O.[K+].[K+]. Product: [CH:12]([C:13]1[CH:21]=[CH:20][C:18]([O:19][C:2]2[N:3]=[CH:4][C:5]([C:8]([NH2:10])=[O:9])=[N:6][CH:7]=2)=[C:15]([O:16][CH3:17])[CH:14]=1)=[O:11]. The catalyst class is: 3. (2) Reactant: N1C=CC=CC=1.Cl.CN(C)CCCN=C=NCC.[CH3:19][N:20]1[C:28]2[C:23](=[C:24]([NH2:29])[CH:25]=[CH:26][CH:27]=2)[CH:22]=[CH:21]1.[N:30]1([C:36]2[N:37]=[C:38]([CH2:43][C:44]([O-])=[O:45])[NH:39][C:40](=[O:42])[CH:41]=2)[CH2:35][CH2:34][O:33][CH2:32][CH2:31]1.[Na+]. Product: [CH3:19][N:20]1[C:28]2[C:23](=[C:24]([NH:29][C:44](=[O:45])[CH2:43][C:38]3[NH:39][C:40](=[O:42])[CH:41]=[C:36]([N:30]4[CH2:35][CH2:34][O:33][CH2:32][CH2:31]4)[N:37]=3)[CH:25]=[CH:26][CH:27]=2)[CH:22]=[CH:21]1. The catalyst class is: 9.